This data is from Catalyst prediction with 721,799 reactions and 888 catalyst types from USPTO. The task is: Predict which catalyst facilitates the given reaction. (1) Reactant: C([O:3][C:4]([CH:6]1[CH:11]([CH3:12])[CH:10]([CH2:13][C:14]2[CH:19]=[CH:18][C:17]([O:20][CH2:21][CH2:22][N:23]3[CH2:28][CH2:27][CH2:26][CH2:25][CH2:24]3)=[CH:16][CH:15]=2)[C:9]([C:29]2[CH:34]=[CH:33][C:32]([OH:35])=[CH:31][CH:30]=2)=[CH:8][CH2:7]1)=O)C.CC(C[AlH]CC(C)C)C. Product: [OH:3][CH2:4][C:6]1[CH:11]([CH3:12])[CH:10]([CH2:13][C:14]2[CH:19]=[CH:18][C:17]([O:20][CH2:21][CH2:22][N:23]3[CH2:24][CH2:25][CH2:26][CH2:27][CH2:28]3)=[CH:16][CH:15]=2)[CH:9]([C:29]2[CH:30]=[CH:31][C:32]([OH:35])=[CH:33][CH:34]=2)[CH2:8][CH:7]=1. The catalyst class is: 2. (2) Reactant: [CH3:1][C:2]1[O:6][C:5]([C:7]2[CH:12]=[CH:11][CH:10]=[CH:9][CH:8]=2)=[N:4][C:3]=1[CH2:13][CH2:14][OH:15].CC(OI1(OC(C)=O)(OC(C)=O)OC(=O)C2C1=CC=CC=2)=O. Product: [CH3:1][C:2]1[O:6][C:5]([C:7]2[CH:12]=[CH:11][CH:10]=[CH:9][CH:8]=2)=[N:4][C:3]=1[CH2:13][CH:14]=[O:15]. The catalyst class is: 2. (3) Reactant: C(OC(C1[CH2:11][CH2:10][N:9]([CH2:12][C:13]2[CH:18]=[CH:17][C:16]([C@@H:19]3[O:28][C:23]4=[N:24][CH:25]=[CH:26][CH:27]=[C:22]4[O:21][CH2:20]3)=[CH:15][CH:14]=2)[CH2:8][CH2:7]1)=O)C.[C:29]([O:33][C:34]([N:36]1CCNCC1)=[O:35])([CH3:32])([CH3:31])[CH3:30].C(O[BH-](OC(=O)C)OC(=O)C)(=O)C.[Na+]. Product: [C:29]([O:33][C:34]([N:36]1[CH2:11][CH2:10][N:9]([CH2:12][C:13]2[CH:14]=[CH:15][C:16]([C@@H:19]3[O:28][C:23]4=[N:24][CH:25]=[CH:26][CH:27]=[C:22]4[O:21][CH2:20]3)=[CH:17][CH:18]=2)[CH2:8][CH2:7]1)=[O:35])([CH3:32])([CH3:31])[CH3:30]. The catalyst class is: 2. (4) Reactant: CCCC[N+:5](CCCC)(CCCC)CCCC.[F-].[C:19]([C:23]1[CH:24]=[C:25]([NH:35][C:36]([NH:38][C@@H:39]2[C:48]3[C:43](=[CH:44][CH:45]=[CH:46][CH:47]=3)[C@H:42]([O:49][C:50]3[CH:51]=[CH:52][C:53]4[N:54]([C:56]([N:59]5[CH2:64][CH2:63][CH:62]([O:65][Si](C(C)C)(C(C)C)C(C)C)[CH2:61][CH2:60]5)=[N:57][N:58]=4)[CH:55]=3)[CH2:41][CH2:40]2)=[O:37])[N:26]([C:28]2[CH:33]=[CH:32][C:31]([CH3:34])=[CH:30][CH:29]=2)[N:27]=1)([CH3:22])([CH3:21])[CH3:20]. The catalyst class is: 1. Product: [NH4+:5].[OH-:37].[C:19]([C:23]1[CH:24]=[C:25]([NH:35][C:36]([NH:38][C@@H:39]2[C:48]3[C:43](=[CH:44][CH:45]=[CH:46][CH:47]=3)[C@H:42]([O:49][C:50]3[CH:51]=[CH:52][C:53]4[N:54]([C:56]([N:59]5[CH2:64][CH2:63][CH:62]([OH:65])[CH2:61][CH2:60]5)=[N:57][N:58]=4)[CH:55]=3)[CH2:41][CH2:40]2)=[O:37])[N:26]([C:28]2[CH:33]=[CH:32][C:31]([CH3:34])=[CH:30][CH:29]=2)[N:27]=1)([CH3:22])([CH3:20])[CH3:21].